Task: Predict which catalyst facilitates the given reaction.. Dataset: Catalyst prediction with 721,799 reactions and 888 catalyst types from USPTO (1) Reactant: COC1C=CC(C[S:8][C:9]2[C:14]([Br:15])=[CH:13][N:12]=[C:11]([NH:16][C:17]3[S:18][CH:19]=[C:20]([CH2:22][CH2:23][C:24]4[CH:29]=[CH:28][CH:27]=[CH:26][CH:25]=4)[N:21]=3)[CH:10]=2)=CC=1.C1(OC)C=CC=CC=1.C([O-])(O)=O.[Na+]. Product: [Br:15][C:14]1[C:9]([SH:8])=[CH:10][C:11]([NH:16][C:17]2[S:18][CH:19]=[C:20]([CH2:22][CH2:23][C:24]3[CH:25]=[CH:26][CH:27]=[CH:28][CH:29]=3)[N:21]=2)=[N:12][CH:13]=1. The catalyst class is: 67. (2) Reactant: C(OC([NH:8][CH2:9][CH2:10][CH2:11][N:12]1[C:21]2[C:22]3[CH:23]=[CH:24][CH:25]=[CH:26][C:27]=3[C:28](=[O:29])[C:20]=2[C:19]2[C:14](=[CH:15][C:16]([NH:30][C:31](=[O:36])[C:32]([O:34][CH3:35])=[O:33])=[CH:17][CH:18]=2)[C:13]1=[O:37])=O)(C)(C)C.FC(F)(F)C(O)=O. Product: [NH2:8][CH2:9][CH2:10][CH2:11][N:12]1[C:21]2[C:22]3[CH:23]=[CH:24][CH:25]=[CH:26][C:27]=3[C:28](=[O:29])[C:20]=2[C:19]2[C:14](=[CH:15][C:16]([NH:30][C:31](=[O:36])[C:32]([O:34][CH3:35])=[O:33])=[CH:17][CH:18]=2)[C:13]1=[O:37]. The catalyst class is: 22. (3) Reactant: CO[C:3]1[CH:8]=[CH:7][C:6](/[CH:9]=[CH:10]/[N+:11]([O-:13])=[O:12])=[CH:5][C:4]=1OC.[C:16]1([CH:23]=CC(O)=[CH:19][CH:18]=1)O.C=CC=C. Product: [N+:11]([CH:10]1[CH2:19][CH:18]=[CH:16][CH2:23][CH:9]1[C:6]1[CH:7]=[CH:8][CH:3]=[CH:4][CH:5]=1)([O-:13])=[O:12]. The catalyst class is: 11.